Dataset: Experimentally validated miRNA-target interactions with 360,000+ pairs, plus equal number of negative samples. Task: Binary Classification. Given a miRNA mature sequence and a target amino acid sequence, predict their likelihood of interaction. (1) The miRNA is hsa-miR-133a-5p with sequence AGCUGGUAAAAUGGAACCAAAU. The protein sequence of the target gene is MANTTGEPEEVSGALSPPSASAYVKLVLLGLIMCVSLAGNAILSLLVLKERALHKAPYYFLLDLCLADGIRSAVCFPFVLASVRHGSSWTFSALSCKIVAFMAVLFCFHAAFMLFCISVTRYMAIAHHRFYAKRMTLWTCAAVICMAWTLSVAMAFPPVFDVGTYKFIREEDQCIFEHRYFKANDTLGFMLMLAVLMAATHAVYGKLLLFEYRHRKMKPVQMVPAISQNWTFHGPGATGQAAANWIAGFGRGPMPPTLLGIRQNGHAASRRLLGMDEVKGEKQLGRMFYAITLLFLLLWS.... Result: 0 (no interaction). (2) The miRNA is mmu-miR-340-5p with sequence UUAUAAAGCAAUGAGACUGAUU. The protein sequence of the target gene is MAADIEQVFRSFVVSKFREIQQELSSGRSEGQLNGETNPPIEGNQAGDTAASARSLPNEEIVQKIEEVLSGVLDTELRYKPDLKEASRKSRCVSVQTDPTDEVPTKKSKKHKKHKNKKKKKKKEKEKKYKRQPEESESKLKSHHDGNLESDSFLKFDSEPSAAALEHPVRAFGLSEASETALVLEPPVVSMEVQESHVLETLKPATKAAELSVVSTSVISEQSEQPMPGMLEPSMTKILDSFTAAPVPMSTAALKSPEPVVTMSVEYQKSVLKSLETMPPETSKTTLVELPIAKVVEPSE.... Result: 1 (interaction). (3) The miRNA is hsa-miR-200a-5p with sequence CAUCUUACCGGACAGUGCUGGA. The protein sequence of the target gene is MRCPKSAVTMRNEELLLSNGTANKMNGALDHSDQPDPDAIKMFVGQIPRSWSEKELKELFEPYGAVYQINVLRDRSQNPPQSKGCCFVTFYTRKAALEAQNALHNIKTLPGMHHPIQMKPADSEKSNAVEDRKLFIGMVSKKCNENDIRVMFSPFGQIEECRILRGPDGLSRGCAFVTFSTRAMAQNAIKAMHQSQTMEGCSSPIVVKFADTQKDKEQRRLQQQLAQQMQQLNTATWGNLTGLGGLTPQYLALLQQATSSSNLGAFSGIQQMAGMNALQLQNLATLAAAAAAAQTSATST.... Result: 0 (no interaction).